The task is: Binary Classification. Given a miRNA mature sequence and a target amino acid sequence, predict their likelihood of interaction.. This data is from Experimentally validated miRNA-target interactions with 360,000+ pairs, plus equal number of negative samples. (1) The miRNA is mmu-miR-9-5p with sequence UCUUUGGUUAUCUAGCUGUAUGA. The protein sequence of the target gene is MMKTLSSGNCTLNVPAKNSYRMVVLGASRVGKSSIVSRFLNGRFEDQYTPTIEDFHRKVYNIHGDMYQLDILDTSGNHPFPAMRRLSILTGDVFILVFSLDSRESFDEVKRLQKQILEVKSCLKNKTKEAAELPMVICGNKNDHSELCRQVPAMEAELLVSGDENCAYFEVSAKKNTNVNEMFYVLFSMAKLPHEMSPALHHKISVQYGDAFHPRPFCMRRTKVAGAYGMVSPFARRPSVNSDLKYIKAKVLREGQARERDKCSIQ. Result: 1 (interaction). (2) The protein sequence of the target gene is MATVRASLRGALLLLLAVAGVAEVAGGLAPGSAGALCCNHSKDNQMCRDVCEQIFSSKSESRLKHLLQRAPDYCPETMVEIWNCMNSSLPGVFKKSDGWVGLGCCELAIALECRQACKQASSKNDISKVCRKEYENALFSCISRNEMGSVCCSYAGHHTNCREYCQAIFRTDSSPGPSQIKAVENYCASISPQLIHCVNNYTQSYPMRNPTDSLYCCDRAEDHACQNACKRILMSKKTEMEIVDGLIEGCKTQPLPQDPLWQCFLESSQSVHPGVTVHPPPSTGLDGAKLHCCSKANTST.... Result: 1 (interaction). The miRNA is hsa-miR-548am-3p with sequence CAAAAACUGCAGUUACUUUUGU. (3) The miRNA is hsa-miR-4672 with sequence UUACACAGCUGGACAGAGGCA. The protein sequence of the target gene is MSSSEEADLLRLEEVFSTTLARTISLILQPLLLADPEPSDPCGKECLRLLQQLHESAQRLWYVTEQSLLSLRQRLYHPPSKGLEAVLLLSNADHVLQAHMEYIKSYTDCVVAQAFQKVSKKRSEFWRSQRKALRQLLSSGSSEGSVGTTMCQALRQPLSQHVQKYLLLLLSLRDTLDESHPAQELVMHAITLFGNLQSFMGQALDQAVATQALWHSLSSRLRDVLCSPAHRLLQDSQDIPVVVTPLRAERVLLFDDSLVLLQGHNTHTFDLKLVWVKPGQDKCVLHILTPEEEISFCTRD.... Result: 0 (no interaction). (4) The miRNA is hsa-miR-664b-3p with sequence UUCAUUUGCCUCCCAGCCUACA. The protein sequence of the target gene is MQLQVFWTGLEYTCRLLGITTAAVLIGVGTETFLQGQFKSLAFYLLFTGAAVSICEGAYFVAQLLAICFQCQPGSLADRVREKAHWLGCFQKFLAYLLLSVACFLHPVLVWHVTIPGSMLIITGLAYFLLSKRKKRKAAPEVLASPEQYTDPSSSAVSTTGSGDTEQTYTFHGALKEGPSSLFIHMKSILKGTKKPSALQPPNTLMELSLEPADSLAKKKQVHFEDNLVRIVPSLAEGLDDGDSEPEETTSDTTPIIPPPQAPLFLSSLTATGLF. Result: 1 (interaction). (5) The miRNA is hsa-miR-767-5p with sequence UGCACCAUGGUUGUCUGAGCAUG. The protein sequence of the target gene is MAAQPLRHRSRCATPPRGDFCGGTERAIDQASFTTSMEWDTQVVKGSSPLGPAGLGAEEPAAGPQLPSWLQPERCAVFQCAQCHAVLADSVHLAWDLSRSLGAVVFSRVTNNVVLEAPFLVGIEGSLKGSTYNLLFCGSCGIPVGFHLYSTHAALAALRGHFCLSSDKMVCYLLKTKAIVNASEMDIQNVPLSEKIAELKEKIVLTHNRLKSLMKILSEVTPDQSKPEN. Result: 1 (interaction). (6) The miRNA is cel-miR-1020-3p with sequence AUUAUUCUGUGACACUUUCAG. The protein sequence of the target gene is MASATDSRYGQKESSDQNFDYMFKILIIGNSSVGKTSFLFRYADDSFTPAFVSTVGIDFKVKTIYRNDKRIKLQIWDTAGQERYRTITTAYYRGAMGFILMYDITNEESFNAVQDWSTQIKTYSWDNAQVLLVGNKCDMEDERVVSSERGRQLADHLGFEFFEASAKDNINVKQTFERLVDVICEKMSESLDTADPAVTGAKQGPQLSDQQVPPHQDCAC. Result: 0 (no interaction). (7) The miRNA is hsa-miR-3928-3p with sequence GGAGGAACCUUGGAGCUUCGGC. The protein sequence of the target gene is MPRGPVAALLLLILHGAWSCLDLTCYTDYLWTITCVLETRSPNPSILSLTWQDEYEELQDQETFCSLHRSGHNTTHIWYTCHMRLSQFLSDEVFIVNVTDQSGNNSQECGSFVLAESIKPAPPLNVTVAFSGRYDISWDSAYDEPSNYVLRGKLQYELQYRNLRDPYAVRPVTKLISVDSRNVSLLPEEFHKDSSYQLQVRAAPQPGTSFRGTWSEWSDPVIFQTQAGEPEAGWDPHMLLLLAVLIIVLVFMGLKIHLPWRLWKKIWAPVPTPESFFQPLYREHSGNFKKWVNTPFTASS.... Result: 0 (no interaction). (8) The miRNA is hsa-miR-518b with sequence CAAAGCGCUCCCCUUUAGAGGU. The protein sequence of the target gene is MLQGHSSVFQALLGTFFTWGMTAAGAALVFVFSSGQRRILDGSLGFAAGVMLAASYWSLLAPAVEMATSSGGFGAFAFFPVAVGFTLGAAFVYLADLLMPHLGAAEDPQTTLALNFGSTLMKKKSDPEGPALLFPESELSIRIGRAGLLSDKSENGEAYQRKKAAATGLPEGPAVPVPSRGNLAQPGGSSWRRIALLILAITIHNVPEGLAVGVGFGAIEKTASATFESARNLAIGIGIQNFPEGLAVSLPLRGAGFSTWRAFWYGQLSGMVEPLAGVFGAFAVVLAEPILPYALAFAAG.... Result: 0 (no interaction).